From a dataset of Forward reaction prediction with 1.9M reactions from USPTO patents (1976-2016). Predict the product of the given reaction. Given the reactants C(OP(O)(O)=O)[C@H:2]1[O:7][C@H:6]([OH:8])[C@@H:5]([OH:9])[C@@H:4]([OH:10])[C@@H:3]1[OH:11].[OH:17][CH2:18][C:19]([C@H:21]([C@H:23]([CH2:25][OH:26])[OH:24])[OH:22])=[O:20], predict the reaction product. The product is: [O:7]=[CH:2][C@H:3]([C@H:4]([C@H:5]([CH2:6][OH:8])[OH:9])[OH:10])[OH:11].[OH:17][CH2:18][C:19]([C@H:21]([C@H:23]([CH2:25][OH:26])[OH:24])[OH:22])=[O:20].